From a dataset of Forward reaction prediction with 1.9M reactions from USPTO patents (1976-2016). Predict the product of the given reaction. (1) Given the reactants IC.[C:3]([O-])([O-])=O.[K+].[K+].[CH2:9]([O:16][C:17]([NH:19][CH2:20][CH2:21][CH2:22][CH2:23][C@H:24]([NH:28][C:29]([O:31][C:32]([CH3:35])([CH3:34])[CH3:33])=[O:30])[C:25]([OH:27])=[O:26])=[O:18])[C:10]1[CH:15]=[CH:14][CH:13]=[CH:12][CH:11]=1, predict the reaction product. The product is: [CH2:9]([O:16][C:17]([NH:19][CH2:20][CH2:21][CH2:22][CH2:23][C@H:24]([NH:28][C:29]([O:31][C:32]([CH3:35])([CH3:34])[CH3:33])=[O:30])[C:25]([O:27][CH3:3])=[O:26])=[O:18])[C:10]1[CH:11]=[CH:12][CH:13]=[CH:14][CH:15]=1. (2) Given the reactants [F:1][C:2]([F:32])([F:31])[C:3]1[CH:8]=[CH:7][C:6]([C:9]2[O:10][C:11]3[C:16]([N:17]=2)=[CH:15][C:14]([C:18]2[CH2:23][CH2:22][N:21]([C:24]([O:26][C:27]([CH3:30])([CH3:29])[CH3:28])=[O:25])[CH2:20][CH:19]=2)=[CH:13][N:12]=3)=[CH:5][CH:4]=1, predict the reaction product. The product is: [F:31][C:2]([F:1])([F:32])[C:3]1[CH:8]=[CH:7][C:6]([C:9]2[O:10][C:11]3[C:16]([N:17]=2)=[CH:15][C:14]([CH:18]2[CH2:23][CH2:22][N:21]([C:24]([O:26][C:27]([CH3:28])([CH3:29])[CH3:30])=[O:25])[CH2:20][CH2:19]2)=[CH:13][N:12]=3)=[CH:5][CH:4]=1.